This data is from Full USPTO retrosynthesis dataset with 1.9M reactions from patents (1976-2016). The task is: Predict the reactants needed to synthesize the given product. (1) Given the product [Cl:20][C:21]1[C:26]([NH:27][C:28]2[N:33]=[C:32]([NH:34][CH:44]3[CH2:45][CH2:46]3)[C:31]3=[N:47][CH:48]=[C:49]([C:50]#[N:51])[N:30]3[N:29]=2)=[CH:25][C:24]([C:52]#[N:53])=[CH:23][C:22]=1[N:54]1[CH2:59][CH2:58][CH:57]2[N:60]([C:63]([O:65][CH3:66])=[O:64])[CH2:61][CH2:62][CH:56]2[CH2:55]1, predict the reactants needed to synthesize it. The reactants are: C1(OC)C=CC=CC=1.C(O)(C(F)(F)F)=O.ClC(Cl)C.[Cl:20][C:21]1[C:26]([NH:27][C:28]2[N:33]=[C:32]([N:34]([CH:44]3[CH2:46][CH2:45]3)CC3C=CC(OC)=CC=3)[C:31]3=[N:47][CH:48]=[C:49]([C:50]#[N:51])[N:30]3[N:29]=2)=[CH:25][C:24]([C:52]#[N:53])=[CH:23][C:22]=1[N:54]1[CH2:59][CH2:58][CH:57]2[N:60]([C:63]([O:65][CH3:66])=[O:64])[CH2:61][CH2:62][CH:56]2[CH2:55]1. (2) Given the product [OH:1][C:2]1[CH:11]=[CH:10][C:9]([NH:12][C:13](=[O:44])[CH2:14][S:15][S:16][CH2:17][CH2:18][NH:19][C:20](=[O:43])[CH2:21][S:22][CH2:23]/[CH:24]=[CH:25]\[CH2:26]/[CH:27]=[CH:28]\[CH2:29]/[CH:30]=[CH:31]\[CH2:32]/[CH:33]=[CH:34]\[CH2:35]/[CH:36]=[CH:37]\[CH2:38]/[CH:39]=[CH:40]\[CH2:41][CH3:42])=[CH:8][C:3]=1[C:4]([OH:6])=[O:5], predict the reactants needed to synthesize it. The reactants are: [OH:1][C:2]1[CH:11]=[CH:10][C:9]([NH:12][C:13](=[O:44])[CH2:14][S:15][S:16][CH2:17][CH2:18][NH:19][C:20](=[O:43])[CH2:21][S:22][CH2:23]/[CH:24]=[CH:25]\[CH2:26]/[CH:27]=[CH:28]\[CH2:29]/[CH:30]=[CH:31]\[CH2:32]/[CH:33]=[CH:34]\[CH2:35]/[CH:36]=[CH:37]\[CH2:38]/[CH:39]=[CH:40]\[CH2:41][CH3:42])=[CH:8][C:3]=1[C:4]([O:6]C)=[O:5]. (3) Given the product [CH:1]([O:4][C:5](=[O:39])[NH:6][C@@H:7]1[CH2:38][C:10]2[N:11]([CH2:20][C:21]3[C:22]([NH2:27])=[N:23][CH:24]=[CH:25][CH:26]=3)[C:12]3[CH:13]=[CH:14][C:15]([C:18]#[N:19])=[CH:16][C:17]=3[C:9]=2[CH2:8]1)([CH3:3])[CH3:2], predict the reactants needed to synthesize it. The reactants are: [CH:1]([O:4][C:5](=[O:39])[NH:6][C@@H:7]1[CH2:38][C:10]2[N:11]([CH2:20][C:21]3[C:22]([N:27]4C(=O)C5C(=CC=CC=5)C4=O)=[N:23][CH:24]=[CH:25][CH:26]=3)[C:12]3[CH:13]=[CH:14][C:15]([C:18]#[N:19])=[CH:16][C:17]=3[C:9]=2[CH2:8]1)([CH3:3])[CH3:2].O.NN. (4) Given the product [CH3:1][O:2][C:3]([C:5]1[N:10]=[C:9]2[N:11]([CH3:14])[CH:12]=[N:13][C:8]2=[C:7]([F:15])[C:6]=1[NH:20][C:19]1[CH:21]=[CH:22][CH:23]=[CH:24][C:18]=1[F:17])=[O:4], predict the reactants needed to synthesize it. The reactants are: [CH3:1][O:2][C:3]([C:5]1[N:10]=[C:9]2[N:11]([CH3:14])[CH:12]=[N:13][C:8]2=[C:7]([F:15])[C:6]=1Br)=[O:4].[F:17][C:18]1[CH:24]=[CH:23][CH:22]=[CH:21][C:19]=1[NH2:20].C1C=CC(P(C2C(C3C(P(C4C=CC=CC=4)C4C=CC=CC=4)=CC=C4C=3C=CC=C4)=C3C(C=CC=C3)=CC=2)C2C=CC=CC=2)=CC=1.C([O-])([O-])=O.[Cs+].[Cs+]. (5) Given the product [F:1][C:2]1[CH:3]=[C:4]([S:9]([C:12]2[CH:13]=[C:14]3[C:18](=[CH:19][CH:20]=2)[NH:17][N:16]=[C:15]3[NH:21][C:22](=[O:49])[C:23]2[CH:28]=[CH:27][C:26]([N:29]3[CH2:30][CH2:31][N:32]([CH3:35])[CH2:33][CH2:34]3)=[CH:25][C:24]=2[NH:36][CH:43]2[CH2:48][CH2:47][O:46][CH2:45][CH2:44]2)(=[O:10])=[O:11])[CH:5]=[C:6]([F:8])[CH:7]=1, predict the reactants needed to synthesize it. The reactants are: [F:1][C:2]1[CH:3]=[C:4]([S:9]([C:12]2[CH:13]=[C:14]3[C:18](=[CH:19][CH:20]=2)[NH:17][N:16]=[C:15]3[NH:21][C:22](=[O:49])[C:23]2[CH:28]=[CH:27][C:26]([N:29]3[CH2:34][CH2:33][N:32]([CH3:35])[CH2:31][CH2:30]3)=[CH:25][C:24]=2[N:36]([CH:43]2[CH2:48][CH2:47][O:46][CH2:45][CH2:44]2)C(=O)C(F)(F)F)(=[O:11])=[O:10])[CH:5]=[C:6]([F:8])[CH:7]=1.C(N(CC)CC)C.